Dataset: Reaction yield outcomes from USPTO patents with 853,638 reactions. Task: Predict the reaction yield, written as a fraction of the theoretical maximum amount of product (1.0 means a 100% yield; for example, 0.34 means a 34% yield). (1) The reactants are Cl.[CH2:2]([NH:4][CH2:5][CH3:6])[CH3:3].[CH3:7][C:8]1[CH:17]=[N:16][C:15]2[C:10](=[CH:11][CH:12]=[CH:13][CH:14]=2)[N:9]=1.[CH2:18]=O.Cl. The catalyst is C(O)C.O.C(N(CC)CC)C. The product is [NH3:4].[CH2:2]([N:4]([CH2:5][CH3:6])[CH2:18][CH2:7][C:8]1[CH:17]=[N:16][C:15]2[C:10](=[CH:11][CH:12]=[CH:13][CH:14]=2)[N:9]=1)[CH3:3]. The yield is 0.00100. (2) The reactants are [N+:1]([C:4]1[CH:11]=[CH:10][C:7]([CH2:8]Br)=[CH:6][CH:5]=1)([O-:3])=[O:2].[CH2:12]([OH:18])[CH2:13][CH2:14][CH2:15][CH2:16][CH3:17]. The catalyst is ClCCl.[Ag-]=O. The product is [CH2:12]([O:18][CH2:8][C:7]1[CH:10]=[CH:11][C:4]([N+:1]([O-:3])=[O:2])=[CH:5][CH:6]=1)[CH2:13][CH2:14][CH2:15][CH2:16][CH3:17]. The yield is 0.860. (3) The reactants are [N:1]1([CH2:7][CH2:8][CH2:9][C:10]([C:12]2[CH:17]=[CH:16][CH:15]=[C:14]([O:18]CC3C=CC=CC=3)[CH:13]=2)=[O:11])[CH2:6][CH2:5][O:4][CH2:3][CH2:2]1.CC1CC=CCC=1. The catalyst is CCO.[Pd]. The product is [OH:18][C:14]1[CH:13]=[C:12]([C:10](=[O:11])[CH2:9][CH2:8][CH2:7][N:1]2[CH2:6][CH2:5][O:4][CH2:3][CH2:2]2)[CH:17]=[CH:16][CH:15]=1. The yield is 0.990. (4) The product is [CH2:1]([O:8][C:9](=[O:24])[CH:10]([NH:16][C:17]([O:19][C:20]([CH3:22])([CH3:21])[CH3:23])=[O:18])[CH2:11][CH2:12][CH2:13][OH:14])[C:2]1[CH:7]=[CH:6][CH:5]=[CH:4][CH:3]=1. The catalyst is C1COCC1.O. The reactants are [CH2:1]([O:8][C:9](=[O:24])[CH:10]([NH:16][C:17]([O:19][C:20]([CH3:23])([CH3:22])[CH3:21])=[O:18])[CH2:11][CH2:12][C:13](O)=[O:14])[C:2]1[CH:7]=[CH:6][CH:5]=[CH:4][CH:3]=1.C(OC(Cl)=O)C.[BH4-].[Na+].Cl. The yield is 0.750.